Dataset: Full USPTO retrosynthesis dataset with 1.9M reactions from patents (1976-2016). Task: Predict the reactants needed to synthesize the given product. Given the product [Cl:11][C:3]1[CH:4]=[C:5]([NH:8][C:9]([NH:13][CH3:12])=[S:10])[CH:6]=[CH:7][C:2]=1[Cl:1], predict the reactants needed to synthesize it. The reactants are: [Cl:1][C:2]1[CH:7]=[CH:6][C:5]([N:8]=[C:9]=[S:10])=[CH:4][C:3]=1[Cl:11].[CH3:12][NH2:13].